Dataset: Choline transporter screen with 302,306 compounds. Task: Binary Classification. Given a drug SMILES string, predict its activity (active/inactive) in a high-throughput screening assay against a specified biological target. (1) The compound is o1[n+]([O-])c2c(n1)ccc(OC)c2. The result is 0 (inactive). (2) The molecule is S(=O)(=O)(NCc1ccc(F)cc1)c1cc2oc(=O)n(c2cc1)C. The result is 0 (inactive). (3) The compound is S=C(NC(=O)C(C)(C)C)NNC(=O)c1ccncc1. The result is 0 (inactive). (4) The drug is S(CC(=O)N1CCCCCC1)c1nc2n([nH]cc2c(=O)n1)c1ccc(F)cc1. The result is 0 (inactive). (5) The compound is S(c1n(c(nn1)C(N(C)C)C)Cc1ccccc1)CC(=O)Nc1cc([N+]([O-])=O)ccc1F. The result is 0 (inactive). (6) The drug is S(c1n(N)c(nn1)c1cc(OCC)ccc1)CC(=O)Nc1cc(OC)cc(OC)c1. The result is 0 (inactive).